Dataset: Forward reaction prediction with 1.9M reactions from USPTO patents (1976-2016). Task: Predict the product of the given reaction. (1) Given the reactants [CH2:1]([O:3][C:4](=[O:11])[CH2:5][C:6]([CH:8]1[CH2:10][CH2:9]1)=[O:7])[CH3:2].[O:12]=[C:13]1[C:21]2[C:16](=[CH:17][CH:18]=[CH:19][CH:20]=2)[C:15](=[O:22])[N:14]1[CH2:23][C:24](Cl)=[O:25], predict the reaction product. The product is: [CH2:1]([O:3][C:4](=[O:11])[CH:5]([C:6]([CH:8]1[CH2:10][CH2:9]1)=[O:7])[C:24](=[O:25])[CH2:23][N:14]1[C:15](=[O:22])[C:16]2[C:21](=[CH:20][CH:19]=[CH:18][CH:17]=2)[C:13]1=[O:12])[CH3:2]. (2) Given the reactants Cl[C:2]1[N:7]=[C:6]([NH:8][C:9]2[CH:10]=[C:11]([CH2:15][CH2:16][C:17]#[N:18])[CH:12]=[CH:13][CH:14]=2)[C:5]([Cl:19])=[CH:4][N:3]=1.[NH2:20][C:21]1[CH:34]=[CH:33][C:24]2[CH2:25][CH2:26][CH2:27][C:28](=[O:32])[N:29]([CH2:30][CH3:31])[C:23]=2[CH:22]=1, predict the reaction product. The product is: [Cl:19][C:5]1[C:6]([NH:8][C:9]2[CH:10]=[C:11]([CH2:15][CH2:16][C:17]#[N:18])[CH:12]=[CH:13][CH:14]=2)=[N:7][C:2]([NH:20][C:21]2[CH:34]=[CH:33][C:24]3[CH2:25][CH2:26][CH2:27][C:28](=[O:32])[N:29]([CH2:30][CH3:31])[C:23]=3[CH:22]=2)=[N:3][CH:4]=1.